The task is: Regression/Classification. Given a drug SMILES string, predict its absorption, distribution, metabolism, or excretion properties. Task type varies by dataset: regression for continuous measurements (e.g., permeability, clearance, half-life) or binary classification for categorical outcomes (e.g., BBB penetration, CYP inhibition). For this dataset (caco2_wang), we predict Y.. This data is from Caco-2 cell permeability data measuring drug intestinal absorption for ~900 compounds. (1) The drug is CC(NC(=O)[C@@H](N)COCc1ccccc1)C(=O)O. The Y is -5.99 log Papp (cm/s). (2) The Y is -7.01 log Papp (cm/s). The drug is CC(=O)NCC(=O)N[C@@H](CCCCN)C(=O)N[C@@H](C)C(N)=O. (3) The molecule is COc1cnn(C)c(=O)c1-c1ccc(C[C@@H](CO)NC(=O)c2c(Cl)cccc2Cl)cc1. The Y is -5.60 log Papp (cm/s). (4) The drug is c1csc([C@]23CNC[C@H]2C3)c1. The Y is -4.75 log Papp (cm/s). (5) The molecule is Oc1cccc2ccccc12. The Y is -4.49 log Papp (cm/s). (6) The compound is O=C(Nc1ccc(OC(F)(F)F)cc1)c1ccnn1CCc1ccncc1. The Y is -5.15 log Papp (cm/s). (7) The molecule is C/C=C\C#C/C=C/C(O)CCCCCC(C)=O. The Y is -4.31 log Papp (cm/s). (8) The compound is O=c1c(O)c(-c2ccc(O)cc2)oc2cc(O)cc(O)c12. The Y is -4.99 log Papp (cm/s). (9) The compound is O=C(O)COCCN1CCN(C(c2ccccc2)c2ccc(Cl)cc2)CC1. The Y is -5.50 log Papp (cm/s).